Dataset: Reaction yield outcomes from USPTO patents with 853,638 reactions. Task: Predict the reaction yield, written as a fraction of the theoretical maximum amount of product (1.0 means a 100% yield; for example, 0.34 means a 34% yield). (1) The reactants are C([O:5][C:6]([N:8]1[CH2:12][CH2:11][CH2:10][CH:9]1[C:13]1[NH:14][C:15]([C:18]2[CH:27]=[CH:26][C:25]3[C:20](=[CH:21][CH:22]=[C:23]([C:28]4[CH:33]=[CH:32][C:31]([C:34]5[NH:35][C:36]([CH:39]6[CH2:43][CH2:42][CH2:41][N:40]6C(OC(C)(C)C)=O)=[N:37][CH:38]=5)=[CH:30][CH:29]=4)[CH:24]=3)[CH:19]=2)=[CH:16][N:17]=1)=O)(C)(C)C.Cl.[OH-].[Na+].[CH3:54][O:55][C:56]([NH:58][C@H:59]([C:63]1[CH:68]=[CH:67][CH:66]=[CH:65][CH:64]=1)[C:60]([OH:62])=O)=[O:57].CCOP(O[N:78]1N=N[C:82]2[CH:83]=[CH:84][CH:85]=[CH:86][C:81]=2[C:79]1=O)(OCC)=O.[C:89]([O-:92])(O)=[O:90].[Na+].[CH3:94]O. The catalyst is CN(C=O)C. The product is [CH3:54][O:55][C:56](=[O:57])[NH:58][CH:59]([C:63]1[CH:68]=[CH:67][CH:66]=[CH:65][CH:64]=1)[C:60]([N:40]1[CH2:41][CH2:42][CH2:43][CH:39]1[C:36]1[NH:35][C:34]([C:31]2[CH:32]=[CH:33][C:28]([C:23]3[CH:22]=[CH:21][C:20]4[C:25](=[CH:26][CH:27]=[C:18]([C:15]5[NH:14][C:13]([CH:9]6[CH2:10][CH2:11][CH2:12][N:8]6[C:6](=[O:5])[CH:79]([NH:78][C:89]([O:92][CH3:94])=[O:90])[C:81]6[CH:82]=[CH:83][CH:84]=[CH:85][CH:86]=6)=[N:17][CH:16]=5)[CH:19]=4)[CH:24]=3)=[CH:29][CH:30]=2)=[CH:38][N:37]=1)=[O:62]. The yield is 0.490. (2) The reactants are [N+:1]([C:4]1[CH:5]=[N:6][CH:7]=[CH:8][C:9]=1[NH2:10])([O-:3])=[O:2].CC([O-])=O.[Na+].[Br:16]Br.C([O-])(O)=O.[Na+]. The catalyst is O.C(O)(=O)C. The product is [Br:16][C:8]1[CH:7]=[N:6][CH:5]=[C:4]([N+:1]([O-:3])=[O:2])[C:9]=1[NH2:10]. The yield is 0.770. (3) The reactants are [OH:1][C:2]1[CH:3]=[N:4][CH:5]=[CH:6][CH:7]=1.F[C:9]1[CH:14]=[CH:13][C:12]([C:15](=[O:17])[CH3:16])=[CH:11][CH:10]=1.C1OCCOCCOCCOCCOCCOC1.C([O-])([O-])=O.[K+].[K+]. The catalyst is CC#N. The product is [N:4]1[CH:5]=[CH:6][CH:7]=[C:2]([O:1][C:9]2[CH:14]=[CH:13][C:12]([C:15](=[O:17])[CH3:16])=[CH:11][CH:10]=2)[CH:3]=1. The yield is 0.500. (4) The reactants are [Br:1]N1C(=O)CCC1=O.[O:9]1[C:13]2[CH:14]=[CH:15][C:16]([C:18]3([C:21]([NH:23][C:24]4[CH:25]=[C:26]5[C:30](=[CH:31][CH:32]=4)[NH:29][CH:28]=[CH:27]5)=[O:22])[CH2:20][CH2:19]3)=[CH:17][C:12]=2[O:11][CH2:10]1.O. The catalyst is CN(C)C=O. The product is [O:9]1[C:13]2[CH:14]=[CH:15][C:16]([C:18]3([C:21]([NH:23][C:24]4[CH:25]=[C:26]5[C:30](=[CH:31][CH:32]=4)[NH:29][CH:28]=[C:27]5[Br:1])=[O:22])[CH2:20][CH2:19]3)=[CH:17][C:12]=2[O:11][CH2:10]1. The yield is 0.910. (5) The reactants are F[C:2]1[CH:7]=[CH:6][C:5]([C:8]2[CH:13]=[CH:12][CH:11]=[CH:10][CH:9]=2)=[CH:4][C:3]=1[N+:14]([O-:16])=[O:15].[F-].[K+].[CH2:19]([C:21]1[CH:27]=[CH:26][CH:25]=[CH:24][C:22]=1[NH2:23])[CH3:20]. No catalyst specified. The product is [CH2:19]([C:21]1[CH:27]=[CH:26][CH:25]=[CH:24][C:22]=1[NH:23][C:2]1[CH:7]=[CH:6][C:5]([C:8]2[CH:13]=[CH:12][CH:11]=[CH:10][CH:9]=2)=[CH:4][C:3]=1[N+:14]([O-:16])=[O:15])[CH3:20]. The yield is 0.640.